This data is from Reaction yield outcomes from USPTO patents with 853,638 reactions. The task is: Predict the reaction yield, written as a fraction of the theoretical maximum amount of product (1.0 means a 100% yield; for example, 0.34 means a 34% yield). (1) The reactants are Br[C:2]1[CH:3]=[C:4]([F:20])[C:5]([Cl:19])=[C:6]([O:8][C:9]2[C:10]([F:18])=[C:11]([CH2:16][NH2:17])[CH:12]=[CH:13][C:14]=2[Cl:15])[CH:7]=1.[C:21]([Zn]C#N)#[N:22].CN(C=O)C. The catalyst is C(O)CC.C1C=CC([P]([Pd]([P](C2C=CC=CC=2)(C2C=CC=CC=2)C2C=CC=CC=2)([P](C2C=CC=CC=2)(C2C=CC=CC=2)C2C=CC=CC=2)[P](C2C=CC=CC=2)(C2C=CC=CC=2)C2C=CC=CC=2)(C2C=CC=CC=2)C2C=CC=CC=2)=CC=1. The product is [NH2:17][CH2:16][C:11]1[C:10]([F:18])=[C:9]([O:8][C:6]2[CH:7]=[C:2]([CH:3]=[C:4]([F:20])[C:5]=2[Cl:19])[C:21]#[N:22])[C:14]([Cl:15])=[CH:13][CH:12]=1. The yield is 0.450. (2) The reactants are [CH:1]([C:3]1[CH:11]=[CH:10][CH:9]=[CH:8][C:4]=1[C:5]([OH:7])=[O:6])=[O:2].[CH3:12][C:13](=[CH:15][CH2:16][CH2:17][CH:18]([CH2:20][CH2:21]O)[CH3:19])[CH3:14].C1(N=C=NC2CCCCC2)CCCCC1. The catalyst is ClCCl. The product is [CH:1]([C:3]1[CH:11]=[CH:10][CH:9]=[CH:8][C:4]=1[C:5]([O:7][CH2:21][CH2:20][CH:18]([CH3:19])[CH2:17][CH2:16][CH:15]=[C:13]([CH3:14])[CH3:12])=[O:6])=[O:2]. The yield is 0.160. (3) The reactants are [C:1]([C:5]1[N:9]=[C:8]([C:10]2[CH:11]=[CH:12][C:13]([NH:16][NH2:17])=[N:14][CH:15]=2)[O:7][N:6]=1)([CH3:4])([CH3:3])[CH3:2].O=[C:19]1[CH2:23][S:22][CH2:21][CH:20]1[C:24](OC)=[O:25]. No catalyst specified. The product is [C:1]([C:5]1[N:9]=[C:8]([C:10]2[CH:11]=[CH:12][C:13]([N:16]3[C:24](=[O:25])[C:20]4[CH2:21][S:22][CH2:23][C:19]=4[NH:17]3)=[N:14][CH:15]=2)[O:7][N:6]=1)([CH3:4])([CH3:2])[CH3:3]. The yield is 0.380. (4) The reactants are C([O:3][C:4]([C:6]1[C:10]([CH3:11])=[C:9]([CH:12]=[O:13])[NH:8][C:7]=1[CH3:14])=[O:5])C.[OH-].[K+].O. The catalyst is CO. The product is [CH:12]([C:9]1[NH:8][C:7]([CH3:14])=[C:6]([C:4]([OH:5])=[O:3])[C:10]=1[CH3:11])=[O:13]. The yield is 0.935. (5) The reactants are [Br:1][C:2]1[CH:3]=[CH:4][C:5]([O:16][CH2:17][C:18]2[CH:23]=[CH:22][CH:21]=[CH:20][C:19]=2[O:24][CH3:25])=[C:6]([C:8]2(Cl)[NH:13][C:12]([NH2:14])=[N:11][CH:10]=[CH:9]2)[CH:7]=1.[CH3:26][C:27]1[CH:32]=[CH:31][C:30]([NH2:33])=[CH:29][CH:28]=1. No catalyst specified. The product is [Br:1][C:2]1[CH:3]=[CH:4][C:5]([O:16][CH2:17][C:18]2[CH:23]=[CH:22][CH:21]=[CH:20][C:19]=2[O:24][CH3:25])=[C:6]([C:8]2[N:13]=[C:12]([NH2:14])[N:11]=[C:10]([NH:33][C:30]3[CH:31]=[CH:32][C:27]([CH3:26])=[CH:28][CH:29]=3)[CH:9]=2)[CH:7]=1. The yield is 0.360.